From a dataset of Forward reaction prediction with 1.9M reactions from USPTO patents (1976-2016). Predict the product of the given reaction. The product is: [F:9][C:8]([F:11])([F:10])[C:4]1[CH:3]=[C:2]([C:13]2[S:12][CH:16]=[CH:15][CH:14]=2)[CH:7]=[CH:6][CH:5]=1. Given the reactants Br[C:2]1[CH:3]=[C:4]([C:8]([F:11])([F:10])[F:9])[CH:5]=[CH:6][CH:7]=1.[S:12]1[CH:16]=[CH:15][CH:14]=[C:13]1B(O)O, predict the reaction product.